From a dataset of Full USPTO retrosynthesis dataset with 1.9M reactions from patents (1976-2016). Predict the reactants needed to synthesize the given product. (1) Given the product [F:29][C:28]1[C:23]([NH:2][C@H:3]2[CH2:7][CH2:6][CH2:5][C@@H:4]2[NH:8][C:9](=[O:21])[C:10]2[CH:15]=[CH:14][CH:13]=[CH:12][C:11]=2[N:16]2[N:17]=[CH:18][CH:19]=[N:20]2)=[N:24][CH:25]=[C:26]([C:30]([F:32])([F:31])[F:33])[CH:27]=1, predict the reactants needed to synthesize it. The reactants are: Cl.[NH2:2][C@H:3]1[CH2:7][CH2:6][CH2:5][C@@H:4]1[NH:8][C:9](=[O:21])[C:10]1[CH:15]=[CH:14][CH:13]=[CH:12][C:11]=1[N:16]1[N:20]=[CH:19][CH:18]=[N:17]1.F[C:23]1[C:28]([F:29])=[CH:27][C:26]([C:30]([F:33])([F:32])[F:31])=[CH:25][N:24]=1.CCN(C(C)C)C(C)C. (2) Given the product [F:19][C:17]1[CH:18]=[C:13]([NH:12][C:5]2[CH:4]=[CH:3][C:2]([F:1])=[CH:7][C:30]=2[N+:28]([O-:23])=[O:26])[CH:14]=[N:15][CH:16]=1, predict the reactants needed to synthesize it. The reactants are: [F:1][C:2]1[CH:7]=C(F)[CH:5]=[CH:4][C:3]=1[N+]([O-])=O.[NH2:12][C:13]1[CH:14]=[N:15][CH:16]=[C:17]([F:19])[CH:18]=1.CC(C)([O-:23])C.[K+].[OH2:26].C[N:28]([CH:30]=O)C. (3) Given the product [CH:1]1([CH2:4][C:5]2[C:6]([C:11]3[CH:16]=[CH:15][N:14]=[C:13]([NH:17][C:18]4[CH:23]=[CH:22][N:21]=[CH:20][CH:19]=4)[N:12]=3)=[CH:7][N:39]=[C:38]([S:37][CH3:36])[N:40]=2)[CH2:3][CH2:2]1, predict the reactants needed to synthesize it. The reactants are: [CH:1]1([CH2:4][C:5](=O)/[C:6](/[C:11]2[CH:16]=[CH:15][N:14]=[C:13]([NH:17][C:18]3[CH:23]=[CH:22][N:21]=[CH:20][CH:19]=3)[N:12]=2)=[CH:7]\N(C)C)[CH2:3][CH2:2]1.C(=O)([O-])[O-].[K+].[K+].S(O)(O)(=O)=O.[CH3:36][S:37][C:38](=[NH:40])[NH2:39]. (4) Given the product [CH3:17][CH:16]([CH2:15][N:14]1[C:10]2[C:9]3[CH:8]=[CH:7][CH:6]=[CH:5][C:4]=3[N:3]=[C:2]([NH2:20])[C:11]=2[N:12]=[CH:13]1)[CH3:18], predict the reactants needed to synthesize it. The reactants are: Cl[C:2]1[C:11]2[N:12]=[CH:13][N:14]([CH2:15][CH:16]([CH3:18])[CH3:17])[C:10]=2[C:9]2[CH:8]=[CH:7][CH:6]=[CH:5][C:4]=2[N:3]=1.Cl.[NH2:20]O.C([O-])(=O)C.[Na+].